Dataset: Choline transporter screen with 302,306 compounds. Task: Binary Classification. Given a drug SMILES string, predict its activity (active/inactive) in a high-throughput screening assay against a specified biological target. (1) The molecule is O(c1c([N+]([O-])=O)cc(C(=O)Nc2ccc(N3CCN(CC3)C)cc2)cc1)CC. The result is 0 (inactive). (2) The molecule is N(C1CCCC1)c1n2c(nc1c1ccncc1)ccc(c2)C. The result is 0 (inactive). (3) The molecule is S(c1nc(=O)n(c2CCCCc12)CCCN(C)C)CC(=O)Nc1noc(c1)C. The result is 0 (inactive). (4) The drug is o1c2c(c(=O)c(c3cc(OC)c(OC)c(OC)c3)c1NC(=O)c1occc1)cccc2C. The result is 0 (inactive). (5) The compound is S(=O)(=O)(N(CC(=O)Nc1cc2OCCOc2cc1)C)c1ccc(F)cc1. The result is 0 (inactive). (6) The molecule is O=C/1NC(=O)NC(=O)C1=C\c1cc([N+]([O-])=O)c(N(C)C)cc1. The result is 0 (inactive). (7) The drug is Clc1ccc(CON\C=C\c2nc(SC)nnc2C)cc1. The result is 0 (inactive). (8) The molecule is s1c(c(cc1)C)C(=O)NNC(=S)Nc1cc(ccc1)C. The result is 0 (inactive).